From a dataset of Full USPTO retrosynthesis dataset with 1.9M reactions from patents (1976-2016). Predict the reactants needed to synthesize the given product. (1) Given the product [NH2:8][C:4]1[N:5]=[CH:6][CH:7]=[C:2]([Cl:1])[C:3]=1[CH:16]=[O:17], predict the reactants needed to synthesize it. The reactants are: [Cl:1][C:2]1[CH:7]=[CH:6][N:5]=[C:4]([NH:8]C(=O)OC(C)(C)C)[C:3]=1[CH:16]=[O:17].FC(F)(F)C(O)=O. (2) Given the product [OH:13][CH:12]([C:14]1[CH:19]=[CH:18][N:17]=[CH:16][CH:15]=1)[CH2:11][N:7]1[C:8]2[CH:9]=[CH:10][C:2]([CH3:1])=[CH:3][C:4]=2[C:5]2[CH:26]3[N+:22]([O-:35])([CH2:21][CH2:20][C:6]1=2)[CH2:23][CH2:24][CH2:25]3, predict the reactants needed to synthesize it. The reactants are: [CH3:1][C:2]1[CH:10]=[CH:9][C:8]2[N:7]([CH2:11][CH:12]([C:14]3[CH:19]=[CH:18][N:17]=[CH:16][CH:15]=3)[OH:13])[C:6]3[CH2:20][CH2:21][N:22]4[CH:26]([C:5]=3[C:4]=2[CH:3]=1)[CH2:25][CH2:24][CH2:23]4.ClC1C=CC=C(C(OO)=[O:35])C=1.C(=O)(O)[O-].[Na+]. (3) The reactants are: [NH2:1][C:2]1[CH:11]=[C:10]2[C:5]([CH2:6][CH2:7][CH2:8][N:9]2[CH3:12])=[CH:4][CH:3]=1.N1C=CC=CC=1.Cl[C:20](OC1C=CC=CC=1)=[O:21].C(N(CC)CC)C.[CH3:36][C@@H:37]1[CH2:42][N:41]([C:43]2[C:48]([C:49]([F:52])([F:51])[F:50])=[CH:47][CH:46]=[CH:45][N:44]=2)[CH2:40][CH2:39][NH:38]1. Given the product [CH3:36][C@@H:37]1[CH2:42][N:41]([C:43]2[C:48]([C:49]([F:52])([F:50])[F:51])=[CH:47][CH:46]=[CH:45][N:44]=2)[CH2:40][CH2:39][N:38]1[C:20]([NH:1][C:2]1[CH:11]=[C:10]2[C:5]([CH2:6][CH2:7][CH2:8][N:9]2[CH3:12])=[CH:4][CH:3]=1)=[O:21], predict the reactants needed to synthesize it. (4) Given the product [OH:24][C:25]([C:2]1[CH:3]=[N:4][N:5]2[CH2:10][C@H:9]([CH3:11])[N:8]([C:12]([O:14][C:15]([CH3:18])([CH3:17])[CH3:16])=[O:13])[CH2:7][C:6]=12)([CH3:30])[C:26]([O:28][CH3:29])=[O:27], predict the reactants needed to synthesize it. The reactants are: I[C:2]1[CH:3]=[N:4][N:5]2[CH2:10][C@H:9]([CH3:11])[N:8]([C:12]([O:14][C:15]([CH3:18])([CH3:17])[CH3:16])=[O:13])[CH2:7][C:6]=12.C([Mg]Cl)(C)C.[O:24]=[C:25]([CH3:30])[C:26]([O:28][CH3:29])=[O:27]. (5) Given the product [F:1][C:2]1[CH:7]=[CH:6][C:5]([NH:8][C:9]2[N:14]=[C:13]([NH:15][CH:16]3[CH2:17][CH2:18][N:19]([S:22]([CH3:25])(=[O:23])=[O:24])[CH2:20][CH2:21]3)[N:12]=[C:11]([O:26][CH2:27][C:28]([F:29])([F:30])[F:31])[N:10]=2)=[CH:4][C:3]=1[CH2:32][N:34]1[CH2:35][CH2:36][O:37][CH2:38][CH2:39]1, predict the reactants needed to synthesize it. The reactants are: [F:1][C:2]1[CH:7]=[CH:6][C:5]([NH:8][C:9]2[N:14]=[C:13]([NH:15][CH:16]3[CH2:21][CH2:20][N:19]([S:22]([CH3:25])(=[O:24])=[O:23])[CH2:18][CH2:17]3)[N:12]=[C:11]([O:26][CH2:27][C:28]([F:31])([F:30])[F:29])[N:10]=2)=[CH:4][C:3]=1[C:32]([N:34]1[CH2:39][CH2:38][O:37][CH2:36][CH2:35]1)=O.C1COCC1.